From a dataset of Full USPTO retrosynthesis dataset with 1.9M reactions from patents (1976-2016). Predict the reactants needed to synthesize the given product. (1) Given the product [C:27]([O:26][C:24]([NH:34][CH2:37][CH2:14][O:13][C:5]1[CH:4]=[C:3]([O:2][CH3:1])[CH:12]=[CH:11][C:6]=1[C:7]([O:9][CH3:10])=[O:8])=[O:25])([CH3:28])([CH3:29])[CH3:30], predict the reactants needed to synthesize it. The reactants are: [CH3:1][O:2][C:3]1[CH:4]=[C:5]([OH:13])[C:6](=[CH:11][CH:12]=1)[C:7]([O:9][CH3:10])=[O:8].[C:14](=O)([O-])[O-].[K+].[K+].BrC([C:24]([O:26][C:27]([CH3:30])([CH3:29])[CH3:28])=[O:25])CN.[I-].[K+].C[N:34]([CH3:37])C=O. (2) Given the product [N:1]1[C:2]2[C:7](=[CH:6][CH:5]=[CH:4][C:3]=2[S:11]([NH:14][C:15]2[CH:21]=[CH:20][CH:19]=[CH:18][C:16]=2[NH:17][C:30]([NH:29][C:24]2[CH:25]=[CH:26][CH:27]=[CH:28][C:23]=2[Br:22])=[O:31])(=[O:12])=[O:13])[CH:8]=[CH:9][CH:10]=1, predict the reactants needed to synthesize it. The reactants are: [N:1]1[C:10]2[C:5](=[CH:6][CH:7]=[CH:8][CH:9]=2)[CH:4]=[C:3]([S:11]([NH:14][C:15]2[CH:21]=[CH:20][CH:19]=[CH:18][C:16]=2[NH2:17])(=[O:13])=[O:12])[CH:2]=1.[Br:22][C:23]1[CH:28]=[CH:27][CH:26]=[CH:25][C:24]=1[N:29]=[C:30]=[O:31].